Task: Predict the reactants needed to synthesize the given product.. Dataset: Full USPTO retrosynthesis dataset with 1.9M reactions from patents (1976-2016) (1) Given the product [C:1]([N:4]1[CH2:5][CH2:6][N:7]([C:10]2[CH:11]=[N:12][C:13]([Br:16])=[CH:14][CH:15]=2)[CH2:8][CH2:9]1)(=[O:3])[CH3:2], predict the reactants needed to synthesize it. The reactants are: [C:1]([N:4]1[CH2:9][CH2:8][N:7]([C:10]2[CH:11]=[N:12][CH:13]=[CH:14][CH:15]=2)[CH2:6][CH2:5]1)(=[O:3])[CH3:2].[Br:16]N1C(=O)CCC1=O. (2) Given the product [CH2:12]([O:14][C:15](=[O:23])[C:16]1[CH:21]=[CH:20][CH:19]=[C:18]([N:1]2[C:9]3[C:4](=[CH:5][CH:6]=[CH:7][CH:8]=3)[C:3]([C:10]#[N:11])=[CH:2]2)[CH:17]=1)[CH3:13], predict the reactants needed to synthesize it. The reactants are: [NH:1]1[C:9]2[C:4](=[CH:5][CH:6]=[CH:7][CH:8]=2)[C:3]([C:10]#[N:11])=[CH:2]1.[CH2:12]([O:14][C:15](=[O:23])[C:16]1[CH:21]=[CH:20][CH:19]=[C:18](I)[CH:17]=1)[CH3:13].C(=O)([O-])[O-].[Cs+].[Cs+].C(OCC)(=O)C. (3) Given the product [C:35]([C:2]1[N:6]=[C:5]([C:7]2[CH:8]=[C:9]([C:13]3[C:14]4[C:21]([C:22]([O:24][CH2:25][CH3:26])=[O:23])=[CH:20][N:19]([CH2:27][O:28][CH2:29][CH2:30][Si:31]([CH3:34])([CH3:33])[CH3:32])[C:15]=4[N:16]=[CH:17][N:18]=3)[CH:10]=[CH:11][CH:12]=2)[S:4][N:3]=1)#[N:36], predict the reactants needed to synthesize it. The reactants are: Br[C:2]1[N:6]=[C:5]([C:7]2[CH:8]=[C:9]([C:13]3[C:14]4[C:21]([C:22]([O:24][CH2:25][CH3:26])=[O:23])=[CH:20][N:19]([CH2:27][O:28][CH2:29][CH2:30][Si:31]([CH3:34])([CH3:33])[CH3:32])[C:15]=4[N:16]=[CH:17][N:18]=3)[CH:10]=[CH:11][CH:12]=2)[S:4][N:3]=1.[CH3:35][N:36](C=O)C. (4) Given the product [Br:1][CH:2]([CH2:6][CH3:7])[C:3]([NH:8][C:9]1[CH:14]=[N:13][C:12]([Cl:15])=[CH:11][C:10]=1[Cl:16])=[O:4], predict the reactants needed to synthesize it. The reactants are: [Br:1][CH:2]([CH2:6][CH3:7])[C:3](Br)=[O:4].[NH2:8][C:9]1[C:10]([Cl:16])=[CH:11][C:12]([Cl:15])=[N:13][CH:14]=1.C(=O)([O-])[O-].[K+].[K+]. (5) Given the product [CH3:1][C:2]1[CH:7]=[CH:6][N:5]2[C:8]([C:18]3[CH:23]=[CH:22][N:21]=[C:20]([C:24]4[CH:29]=[CH:28][C:27]([O:30][CH2:33][CH2:32][Br:31])=[CH:26][CH:25]=4)[CH:19]=3)=[C:9]([C:11]3[CH:16]=[CH:15][CH:14]=[C:13]([CH3:17])[N:12]=3)[N:10]=[C:4]2[CH:3]=1, predict the reactants needed to synthesize it. The reactants are: [CH3:1][C:2]1[CH:7]=[CH:6][N:5]2[C:8]([C:18]3[CH:23]=[CH:22][N:21]=[C:20]([C:24]4[CH:29]=[CH:28][C:27]([OH:30])=[CH:26][CH:25]=4)[CH:19]=3)=[C:9]([C:11]3[CH:16]=[CH:15][CH:14]=[C:13]([CH3:17])[N:12]=3)[N:10]=[C:4]2[CH:3]=1.[Br:31][CH2:32][CH2:33]Br. (6) Given the product [Br:1][C:2]1[N:6]2[C:7]3[C:12]([N:13]=[C:14]([NH2:22])[C:5]2=[C:4]([C:18]([F:21])([F:20])[F:19])[N:3]=1)=[CH:11][CH:10]=[C:9]([O:16][CH3:17])[N:8]=3, predict the reactants needed to synthesize it. The reactants are: [Br:1][C:2]1[N:6]2[C:7]3[C:12]([N:13]=[C:14](Cl)[C:5]2=[C:4]([C:18]([F:21])([F:20])[F:19])[N:3]=1)=[CH:11][CH:10]=[C:9]([O:16][CH3:17])[N:8]=3.[NH3:22].CO.